This data is from Forward reaction prediction with 1.9M reactions from USPTO patents (1976-2016). The task is: Predict the product of the given reaction. (1) Given the reactants F[C:2]1[C:7](F)=[CH:6][C:5]([C:9]2[CH:14]=[CH:13][N:12]=[CH:11][C:10]=2[N:15]([CH2:32][CH2:33][S:34]([CH3:37])(=[O:36])=[O:35])C(=O)C2C=C(C(F)(F)F)N=C(C(F)(F)F)C=2)=[C:4](OC)[CH:3]=1.[CH3:40]C1C=CC=CC=1B(O)O, predict the reaction product. The product is: [CH3:37][S:34]([CH2:33][CH2:32][NH:15][C:10]1[CH:11]=[N:12][CH:13]=[CH:14][C:9]=1[C:5]1[CH:6]=[CH:7][CH:2]=[CH:3][C:4]=1[CH3:40])(=[O:35])=[O:36]. (2) Given the reactants C[O:2][C:3](=[O:38])[C:4]1[CH:9]=[CH:8][C:7]([O:10][C:11]2[CH:16]=[CH:15][C:14]([CH:17]([CH3:35])[C:18]([OH:34])([C:23]3[CH:24]=[CH:25][C:26]4[O:30][C:29](=[O:31])[N:28]([CH3:32])[C:27]=4[CH:33]=3)[C:19]([F:22])([F:21])[F:20])=[C:13]([Cl:36])[CH:12]=2)=[CH:6][C:5]=1[Cl:37].[Li+].[OH-].Cl, predict the reaction product. The product is: [Cl:37][C:5]1[CH:6]=[C:7]([O:10][C:11]2[CH:16]=[CH:15][C:14]([CH:17]([CH3:35])[C:18]([OH:34])([C:23]3[CH:24]=[CH:25][C:26]4[O:30][C:29](=[O:31])[N:28]([CH3:32])[C:27]=4[CH:33]=3)[C:19]([F:22])([F:21])[F:20])=[C:13]([Cl:36])[CH:12]=2)[CH:8]=[CH:9][C:4]=1[C:3]([OH:38])=[O:2]. (3) Given the reactants Cl[CH2:2][CH2:3][CH2:4][O:5][C:6]1[CH:15]=[C:14]2[C:9]([C:10]([C:16](=O)[CH3:17])=[CH:11][CH:12]=[N:13]2)=[CH:8][C:7]=1[O:19][CH3:20].C([N:24]([CH2:28]C)C(C)C)(C)C.O.[NH2:31]N.[NH:33]1[CH2:38][CH2:37][O:36][CH2:35][CH2:34]1, predict the reaction product. The product is: [CH3:20][O:19][C:7]1[CH:8]=[C:9]2[C:14](=[CH:15][C:6]=1[O:5][CH2:4][CH2:3][CH2:2][N:33]1[CH2:38][CH2:37][O:36][CH2:35][CH2:34]1)[N:13]=[CH:12][CH:11]=[C:10]2[C:16]1[CH:17]=[CH:28][NH:24][N:31]=1. (4) Given the reactants [NH2:1][CH2:2][CH2:3][OH:4].Cl.[C:6]1([C@H:16]([NH:18][C@H:19]2[CH2:23][CH2:22][N:21]([C:24]3[CH:32]=[CH:31][C:27]([C:28](O)=[O:29])=[CH:26][CH:25]=3)[CH2:20]2)[CH3:17])[C:15]2[C:10](=[CH:11][CH:12]=[CH:13][CH:14]=2)[CH:9]=[CH:8][CH:7]=1.ON1C2C=CC=CC=2N=N1.CCN=C=NCCCN(C)C.Cl, predict the reaction product. The product is: [OH:4][CH2:3][CH2:2][NH:1][C:28](=[O:29])[C:27]1[CH:31]=[CH:32][C:24]([N:21]2[CH2:22][CH2:23][C@H:19]([NH:18][C@@H:16]([C:6]3[C:15]4[C:10](=[CH:11][CH:12]=[CH:13][CH:14]=4)[CH:9]=[CH:8][CH:7]=3)[CH3:17])[CH2:20]2)=[CH:25][CH:26]=1.